Task: Predict the product of the given reaction.. Dataset: Forward reaction prediction with 1.9M reactions from USPTO patents (1976-2016) (1) The product is: [Br:1][C:2]1[CH:3]=[C:4]([C:8]2[CH:24]=[C:11]3[N:12]=[C:13]([CH3:23])[C:14]([C@H:17]([OH:22])[C:18]([O:20][CH3:21])=[O:19])=[C:15]([Cl:16])[N:10]3[N:9]=2)[CH:5]=[CH:6][CH:7]=1. Given the reactants [Br:1][C:2]1[CH:3]=[C:4]([C:8]2[CH:24]=[C:11]3[N:12]=[C:13]([CH3:23])[C:14]([C:17](=[O:22])[C:18]([O:20][CH3:21])=[O:19])=[C:15]([Cl:16])[N:10]3[N:9]=2)[CH:5]=[CH:6][CH:7]=1.CB1N2CCC[C@@H]2C(C2C=CC=CC=2)(C2C=CC=CC=2)O1.C1(C)C=CC=CC=1.C([O-])([O-])=O.[Na+].[Na+], predict the reaction product. (2) Given the reactants [CH2:1]([NH2:4])[CH:2]=[CH2:3].[Cl:5][C:6]1[N:7]=[C:8]([NH:16][CH:17]2[CH2:22][CH2:21][CH2:20][CH2:19][CH2:18]2)[C:9]2[S:14][CH:13]=[C:12]([CH3:15])[C:10]=2[N:11]=1, predict the reaction product. The product is: [ClH:5].[CH2:1]([NH:4][C:6]1[N:7]=[C:8]([NH:16][CH:17]2[CH2:18][CH2:19][CH2:20][CH2:21][CH2:22]2)[C:9]2[S:14][CH:13]=[C:12]([CH3:15])[C:10]=2[N:11]=1)[CH:2]=[CH2:3]. (3) The product is: [ClH:1].[NH2:35][C:2]1[N:7]=[C:6]([C:8]2[S:12][C:11]([C:13]([CH3:16])([CH3:15])[CH3:14])=[N:10][C:9]=2[C:17]2[C:18]([F:33])=[C:19]([NH:23][S:24]([C:27]3[CH:28]=[N:29][N:30]([CH3:32])[CH:31]=3)(=[O:26])=[O:25])[CH:20]=[CH:21][CH:22]=2)[CH:5]=[CH:4][N:3]=1. Given the reactants [Cl:1][C:2]1[N:7]=[C:6]([C:8]2[S:12][C:11]([C:13]([CH3:16])([CH3:15])[CH3:14])=[N:10][C:9]=2[C:17]2[C:18]([F:33])=[C:19]([NH:23][S:24]([C:27]3[CH:28]=[N:29][N:30]([CH3:32])[CH:31]=3)(=[O:26])=[O:25])[CH:20]=[CH:21][CH:22]=2)[CH:5]=[CH:4][N:3]=1.[OH-].[NH4+:35], predict the reaction product.